Dataset: Retrosynthesis with 50K atom-mapped reactions and 10 reaction types from USPTO. Task: Predict the reactants needed to synthesize the given product. (1) Given the product Cc1noc(C)c1-c1ccnc2[nH]ccc12, predict the reactants needed to synthesize it. The reactants are: Cc1noc(C)c1B(O)O.O=S(=O)(Oc1ccnc2[nH]ccc12)C(F)(F)F. (2) Given the product O=[N+]([O-])c1cc(N2CCSCC2)cnc1N1CCOCC1, predict the reactants needed to synthesize it. The reactants are: C1CSCCN1.O=[N+]([O-])c1cc(Cl)cnc1N1CCOCC1. (3) Given the product CS(=O)(=O)CCNC1CCN(c2cnc3ccc(-c4cncc(NS(=O)(=O)c5ccccc5)c4)cc3n2)CC1, predict the reactants needed to synthesize it. The reactants are: CC1(C)OB(c2cncc(NS(=O)(=O)c3ccccc3)c2)OC1(C)C.CS(=O)(=O)CCNC1CCN(c2cnc3ccc(Br)cc3n2)CC1. (4) Given the product CN1C(=O)OC(C)(C)c2cc(-c3cccc(Br)c3)ccc21, predict the reactants needed to synthesize it. The reactants are: CC1(C)OC(=O)Nc2ccc(-c3cccc(Br)c3)cc21.CI.